From a dataset of TCR-epitope binding with 47,182 pairs between 192 epitopes and 23,139 TCRs. Binary Classification. Given a T-cell receptor sequence (or CDR3 region) and an epitope sequence, predict whether binding occurs between them. (1) Result: 0 (the TCR does not bind to the epitope). The TCR CDR3 sequence is CASSPQLDEQFF. The epitope is FPRPWLHGL. (2) The epitope is EHPTFTSQYRIQGKL. The TCR CDR3 sequence is CASSLGVDSLTDTQYF. Result: 0 (the TCR does not bind to the epitope). (3) The TCR CDR3 sequence is CSARTPATIGTDTQYF. Result: 1 (the TCR binds to the epitope). The epitope is KLWAQCVQL.